From a dataset of Full USPTO retrosynthesis dataset with 1.9M reactions from patents (1976-2016). Predict the reactants needed to synthesize the given product. Given the product [Cl:17][C:11]1[C:6]2[N:7]([C:3]([C:2]([F:14])([F:13])[F:1])=[N:4][N:5]=2)[CH:8]=[CH:9][N:10]=1, predict the reactants needed to synthesize it. The reactants are: [F:1][C:2]([F:14])([F:13])[C:3]1[N:7]2[CH:8]=[CH:9][N+:10]([O-])=[CH:11][C:6]2=[N:5][N:4]=1.P(Cl)(Cl)([Cl:17])=O.